Dataset: Catalyst prediction with 721,799 reactions and 888 catalyst types from USPTO. Task: Predict which catalyst facilitates the given reaction. Reactant: [Cl:1][C:2]1[CH:3]=[CH:4][C:5]([C:25]#[N:26])=[C:6]([C:8]2[C:13]([O:14][CH3:15])=[CH:12][N:11]([CH:16]([CH2:20][CH2:21][O:22][CH3:23])[C:17]([OH:19])=O)[C:10](=[O:24])[CH:9]=2)[CH:7]=1.[NH2:27][C:28]1[CH:37]=[CH:36][C:31]2=[N:32][C:33](=[O:35])[N:34]=[C:30]2[CH:29]=1.CC(C)N=C=NC(C)C. Product: [Cl:1][C:2]1[CH:3]=[CH:4][C:5]([C:25]#[N:26])=[C:6]([C:8]2[C:13]([O:14][CH3:15])=[CH:12][N:11]([CH:16]([CH2:20][CH2:21][O:22][CH3:23])[C:17]([NH:27][C:28]3[CH:37]=[CH:36][C:31]4[NH:32][C:33](=[O:35])[NH:34][C:30]=4[CH:29]=3)=[O:19])[C:10](=[O:24])[CH:9]=2)[CH:7]=1. The catalyst class is: 9.